Dataset: Peptide-MHC class I binding affinity with 185,985 pairs from IEDB/IMGT. Task: Regression. Given a peptide amino acid sequence and an MHC pseudo amino acid sequence, predict their binding affinity value. This is MHC class I binding data. (1) The peptide sequence is LLFQLCTFTK. The MHC is HLA-A68:01 with pseudo-sequence HLA-A68:01. The binding affinity (normalized) is 0.612. (2) The peptide sequence is NTFKFGVIY. The MHC is HLA-C12:03 with pseudo-sequence HLA-C12:03. The binding affinity (normalized) is 1.00. (3) The peptide sequence is FLDPHPYYV. The MHC is HLA-A68:02 with pseudo-sequence HLA-A68:02. The binding affinity (normalized) is 0.626. (4) The binding affinity (normalized) is 0.730. The peptide sequence is TPVWHVTSA. The MHC is HLA-B07:02 with pseudo-sequence HLA-B07:02. (5) The peptide sequence is ETEQPTLDY. The MHC is HLA-B27:05 with pseudo-sequence HLA-B27:05. The binding affinity (normalized) is 0.0847. (6) The peptide sequence is LFNTIATLY. The MHC is HLA-A02:06 with pseudo-sequence HLA-A02:06. The binding affinity (normalized) is 0.338. (7) The peptide sequence is RTTWAFCEV. The MHC is HLA-A02:06 with pseudo-sequence HLA-A02:06. The binding affinity (normalized) is 0.710.